Task: Predict the reactants needed to synthesize the given product.. Dataset: Full USPTO retrosynthesis dataset with 1.9M reactions from patents (1976-2016) (1) Given the product [C:38]([O:41][CH2:42][O:34][C:33](=[O:35])[C@H:32]([OH:36])[CH2:31][N:15]([CH2:14][C:11]1[CH:10]=[CH:9][C:8]([C:6]2[CH:7]=[C:2]([Cl:1])[CH:3]=[CH:4][C:5]=2[F:37])=[CH:13][CH:12]=1)[NH:16][C:17]([C:19]1[NH:23][C:22](=[O:24])[N:21]([C:25]2[CH:30]=[CH:29][CH:28]=[CH:27][CH:26]=2)[N:20]=1)=[O:18])(=[O:40])[CH3:39], predict the reactants needed to synthesize it. The reactants are: [Cl:1][C:2]1[CH:3]=[CH:4][C:5]([F:37])=[C:6]([C:8]2[CH:13]=[CH:12][C:11]([CH2:14][N:15]([CH2:31][C@@H:32]([OH:36])[C:33]([OH:35])=[O:34])[NH:16][C:17]([C:19]3[NH:23][C:22](=[O:24])[N:21]([C:25]4[CH:30]=[CH:29][CH:28]=[CH:27][CH:26]=4)[N:20]=3)=[O:18])=[CH:10][CH:9]=2)[CH:7]=1.[C:38]([O:41][CH2:42]Br)(=[O:40])[CH3:39].[Na+].[I-].CC1C=CC=C(C)N=1. (2) Given the product [C:1]1([C:8]2[CH:9]=[CH:10][CH:11]=[CH:12][CH:13]=2)[CH:6]=[CH:5][CH:4]=[C:3]([NH:7][C:24](=[O:25])[CH2:23][CH2:22][CH2:21][CH2:20][CH2:19][CH:15]2[O:16][CH2:17][CH2:18][O:14]2)[CH:2]=1, predict the reactants needed to synthesize it. The reactants are: [C:1]1([C:8]2[CH:13]=[CH:12][CH:11]=[CH:10][CH:9]=2)[CH:6]=[CH:5][CH:4]=[C:3]([NH2:7])[CH:2]=1.[O:14]1[CH2:18][CH2:17][O:16][CH:15]1[CH2:19][CH2:20][CH2:21][CH2:22][CH2:23][C:24](O)=[O:25].NC1C=CC=CC=1.